This data is from Reaction yield outcomes from USPTO patents with 853,638 reactions. The task is: Predict the reaction yield, written as a fraction of the theoretical maximum amount of product (1.0 means a 100% yield; for example, 0.34 means a 34% yield). (1) The reactants are [CH2:1]([C@@:4]1([C:26]2[CH:31]=[CH:30][C:29]([F:32])=[CH:28][CH:27]=2)[O:9][C:8](=[O:10])[N:7]([C@H:11]([C:13]2[CH:18]=[CH:17][C:16]([C:19]3[CH:20]=[N:21][C:22](N)=[CH:23][CH:24]=3)=[CH:15][CH:14]=2)[CH3:12])[CH2:6][CH2:5]1)[CH:2]=[CH2:3].N([O-])=[O:34].[Na+].[OH-].[Na+]. The catalyst is OS(O)(=O)=O. The product is [CH2:1]([C@@:4]1([C:26]2[CH:27]=[CH:28][C:29]([F:32])=[CH:30][CH:31]=2)[O:9][C:8](=[O:10])[N:7]([C@H:11]([C:13]2[CH:14]=[CH:15][C:16]([C:19]3[CH:24]=[CH:23][C:22](=[O:34])[NH:21][CH:20]=3)=[CH:17][CH:18]=2)[CH3:12])[CH2:6][CH2:5]1)[CH:2]=[CH2:3]. The yield is 0.590. (2) The reactants are [Cl:1][C:2]1[C:7]([C:8]([F:11])([F:10])[F:9])=[CH:6][CH:5]=[CH:4][C:3]=1[C:12]([N:14]1[CH2:19][CH2:18][N:17]2[CH:20]=[CH:21][N:22]=[C:16]2[CH2:15]1)=[O:13].Br[C:24]1[CH:29]=[CH:28][CH:27]=[CH:26][C:25]=1[CH3:30].C1(P(C2C=CC=CC=2)C2C=CC=CC=2)C=CC=CC=1.C(=O)([O-])[O-].[Cs+].[Cs+].Cl. The catalyst is O1CCOCC1.ClCCl.C([O-])(=O)C.[Pd+2].C([O-])(=O)C.C(OCC)C. The yield is 0.0592. The product is [Cl:1][C:2]1[C:7]([C:8]([F:9])([F:10])[F:11])=[CH:6][CH:5]=[CH:4][C:3]=1[C:12]([N:14]1[CH2:19][CH2:18][N:17]2[C:20]([C:24]3[CH:29]=[CH:28][CH:27]=[CH:26][C:25]=3[CH3:30])=[CH:21][N:22]=[C:16]2[CH2:15]1)=[O:13]. (3) The reactants are [Br:1][C:2]1[N:6]([CH2:7][CH3:8])[CH:5]=[C:4]([C:9]([OH:11])=O)[CH:3]=1.CC[N:14](C(C)C)C(C)C.CN(C(ON1N=NC2C=CC=CC1=2)=[N+](C)C)C.[B-](F)(F)(F)F.N. The catalyst is C(Cl)Cl.[Cl-].[Na+].O. The product is [Br:1][C:2]1[N:6]([CH2:7][CH3:8])[CH:5]=[C:4]([C:9]([NH2:14])=[O:11])[CH:3]=1. The yield is 0.890. (4) The reactants are [F:1][C:2]1[C:10]([O:11][C:12]2[C:17]3=[C:18]([CH3:22])[C:19]([OH:21])=[CH:20][N:16]3[N:15]=[CH:14][N:13]=2)=[CH:9][CH:8]=[C:7]2[C:3]=1[CH:4]=[C:5]([CH3:23])[NH:6]2.[CH2:24]([CH:26]1[O:28][CH2:27]1)Cl.C(=O)([O-])[O-].[K+].[K+]. The catalyst is CN(C=O)C. The product is [F:1][C:2]1[C:10]([O:11][C:12]2[C:17]3=[C:18]([CH3:22])[C:19]([O:21][CH2:24][CH:26]4[CH2:27][O:28]4)=[CH:20][N:16]3[N:15]=[CH:14][N:13]=2)=[CH:9][CH:8]=[C:7]2[C:3]=1[CH:4]=[C:5]([CH3:23])[NH:6]2. The yield is 0.810. (5) The reactants are C(OC(=O)[NH:7][C@H:8]([C:10](=[O:26])[NH:11][C:12]1[CH:17]=[CH:16][C:15]([F:18])=[CH:14][C:13]=1[NH:19][C:20]1[N:25]=[CH:24][CH:23]=[CH:22][N:21]=1)[CH3:9])(C)(C)C.[ClH:28]. No catalyst specified. The product is [ClH:28].[NH2:7][C@@H:8]([CH3:9])[C:10]([NH:11][C:12]1[CH:17]=[CH:16][C:15]([F:18])=[CH:14][C:13]=1[NH:19][C:20]1[N:21]=[CH:22][CH:23]=[CH:24][N:25]=1)=[O:26]. The yield is 0.990. (6) The product is [Cl:1][C:2]1[CH:3]=[C:4]([C:9](=[C:23]2[CH2:29][CH2:28][CH2:27][CH2:26][CH2:25][CH2:24]2)[C:10]2[CH:15]=[CH:14][C:13](/[CH:16]=[CH:17]/[C:18]([OH:20])=[O:19])=[CH:12][CH:11]=2)[CH:5]=[CH:6][C:7]=1[OH:8]. The catalyst is CCO.C1COCC1. The reactants are [Cl:1][C:2]1[CH:3]=[C:4]([C:9](=[C:23]2[CH2:29][CH2:28][CH2:27][CH2:26][CH2:25][CH2:24]2)[C:10]2[CH:15]=[CH:14][C:13](/[CH:16]=[CH:17]/[C:18]([O:20]CC)=[O:19])=[CH:12][CH:11]=2)[CH:5]=[CH:6][C:7]=1[OH:8].[OH-].[Na+].Cl. The yield is 0.820. (7) The reactants are [NH2:1][N:2]1[C:10]2[C:5](=[CH:6][C:7]([C:13]([N:15]3[CH2:20][CH2:19][CH:18]([CH2:21][C:22]4[CH:27]=[CH:26][C:25]([F:28])=[CH:24][CH:23]=4)[CH2:17][CH2:16]3)=[O:14])=[C:8]([O:11][CH3:12])[CH:9]=2)[C:4]([C:29](=[O:35])[C:30]([N:32]([CH3:34])[CH3:33])=[O:31])=[CH:3]1.N1C=CC=CC=1.[C:42](Cl)(=[O:44])[CH3:43]. The catalyst is C1COCC1. The product is [C:42]([NH:1][N:2]1[C:10]2[C:5](=[CH:6][C:7]([C:13]([N:15]3[CH2:16][CH2:17][CH:18]([CH2:21][C:22]4[CH:27]=[CH:26][C:25]([F:28])=[CH:24][CH:23]=4)[CH2:19][CH2:20]3)=[O:14])=[C:8]([O:11][CH3:12])[CH:9]=2)[C:4]([C:29](=[O:35])[C:30]([N:32]([CH3:33])[CH3:34])=[O:31])=[CH:3]1)(=[O:44])[CH3:43]. The yield is 0.280. (8) The reactants are C([O:8][N:9]1[C:15](=[O:16])[N:14]2[CH2:17][C@H:10]1[CH2:11][CH2:12][C@H:13]2[C:18]([NH:20][O:21][CH3:22])=[O:19])C1C=CC=CC=1. The catalyst is CO.[Pd]. The product is [OH:8][N:9]1[C:15](=[O:16])[N:14]2[CH2:17][C@H:10]1[CH2:11][CH2:12][C@H:13]2[C:18]([NH:20][O:21][CH3:22])=[O:19]. The yield is 1.00. (9) The reactants are C(N(CC)CC)C.Cl.C(N=C=NCCCN(C)C)C.[NH2:20][C:21]1[CH:26]=[CH:25][C:24]([Cl:27])=[CH:23][N:22]=1.[Cl:28][C:29]1[CH:34]=[CH:33][C:32]([S:35]([CH:38]([C:48]2[CH:53]=[C:52]([F:54])[CH:51]=[CH:50][C:49]=2[F:55])[C:39]2[N:44]=[CH:43][C:42]([C:45](O)=[O:46])=[CH:41][CH:40]=2)(=[O:37])=[O:36])=[CH:31][CH:30]=1. The catalyst is CN(C)C1C=CN=CC=1.ClCCl.C(OCC)(=O)C. The product is [Cl:28][C:29]1[CH:34]=[CH:33][C:32]([S:35]([CH:38]([C:48]2[CH:53]=[C:52]([F:54])[CH:51]=[CH:50][C:49]=2[F:55])[C:39]2[CH:40]=[CH:41][C:42]([C:45]([NH:20][C:21]3[CH:26]=[CH:25][C:24]([Cl:27])=[CH:23][N:22]=3)=[O:46])=[CH:43][N:44]=2)(=[O:37])=[O:36])=[CH:31][CH:30]=1. The yield is 0.270. (10) The reactants are [NH2:1][C:2]1[CH:3]=[C:4]([CH:9]=[CH:10][C:11]=1[O:12][CH3:13])[C:5]([O:7][CH3:8])=[O:6].[CH3:14][S:15](Cl)(=[O:17])=[O:16]. The yield is 0.920. The product is [CH3:13][O:12][C:11]1[CH:10]=[CH:9][C:4]([C:5]([O:7][CH3:8])=[O:6])=[CH:3][C:2]=1[NH:1][S:15]([CH3:14])(=[O:17])=[O:16]. The catalyst is N1C=CC=CC=1.